This data is from Reaction yield outcomes from USPTO patents with 853,638 reactions. The task is: Predict the reaction yield, written as a fraction of the theoretical maximum amount of product (1.0 means a 100% yield; for example, 0.34 means a 34% yield). (1) The reactants are [C:1]([C:4]1[N:9]=[C:8]([C:10]2[CH:15]=[CH:14][C:13]([C:16]3[CH:21]=[CH:20][C:19]([CH2:22][C:23](OC)=[O:24])=[CH:18][C:17]=3[Cl:27])=[CH:12][CH:11]=2)[C:7]([CH3:28])=[N:6][C:5]=1[CH3:29])(=[O:3])[NH2:2].[NH3:30]. No catalyst specified. The product is [NH2:30][C:23](=[O:24])[CH2:22][C:19]1[CH:20]=[CH:21][C:16]([C:13]2[CH:14]=[CH:15][C:10]([C:8]3[N:9]=[C:4]([C:1]([NH2:2])=[O:3])[C:5]([CH3:29])=[N:6][C:7]=3[CH3:28])=[CH:11][CH:12]=2)=[C:17]([Cl:27])[CH:18]=1. The yield is 0.280. (2) The reactants are [NH2:1][C:2]1[CH:10]=[CH:9][C:5]([C:6]([OH:8])=[O:7])=[CH:4][N:3]=1.[C:11](OC(=O)C)(=[O:13])[CH3:12].C(OCC)(=O)C.Cl. The catalyst is N1C=CC=CC=1. The product is [C:11]([NH:1][C:2]1[CH:10]=[CH:9][C:5]([C:6]([OH:8])=[O:7])=[CH:4][N:3]=1)(=[O:13])[CH3:12]. The yield is 0.260. (3) The reactants are C([O:8][C:9]1[CH:14]=[CH:13][CH:12]=[CH:11][C:10]=1[NH:15][C:16]1[N:21]2[N:22]=[CH:23][C:24]([C:25]([NH:27][S:28]([CH2:31][CH3:32])(=[O:30])=[O:29])=[O:26])=[C:20]2[N:19]=[CH:18][C:17]=1[C:33]([N:35]1[CH2:40][CH2:39][CH:38]([C:41]2[CH:46]=[CH:45][CH:44]=[CH:43][CH:42]=2)[CH2:37][CH2:36]1)=[O:34])C1C=CC=CC=1. The catalyst is C1COCC1.[Pd]. The product is [OH:8][C:9]1[CH:14]=[CH:13][CH:12]=[CH:11][C:10]=1[NH:15][C:16]1[N:21]2[N:22]=[CH:23][C:24]([C:25]([NH:27][S:28]([CH2:31][CH3:32])(=[O:29])=[O:30])=[O:26])=[C:20]2[N:19]=[CH:18][C:17]=1[C:33]([N:35]1[CH2:36][CH2:37][CH:38]([C:41]2[CH:42]=[CH:43][CH:44]=[CH:45][CH:46]=2)[CH2:39][CH2:40]1)=[O:34]. The yield is 0.880. (4) The reactants are [Br:1][C:2]1[CH:7]=[N:6][C:5]2=[CH:8][N:9]([CH2:11][C:12](=O)[CH3:13])[N:10]=[C:4]2[CH:3]=1.[Si]([O:22][CH:23]([CH3:35])[CH2:24][N:25]1[CH:34]=[C:28]2[N:29]=[CH:30][C:31]([Br:33])=[CH:32][C:27]2=[N:26]1)([C:18](C)(C)[CH3:19])(C)C.[Br:36][C:37]1[CH:38]=[C:39]([N+:45]([O-:47])=[O:46])[C:40]([CH:43]=[O:44])=[N:41][CH:42]=1.N[C:49]1[C:54]([N+:55]([O-:57])=[O:56])=[CH:53][C:52]([Br:58])=[CH:51][N:50]=1.BrC1C=C([N+]([O-])=O)C(I)=NC=1.I([O-])(=O)(=O)=O.[Na+]. The catalyst is O.C1COCC1.[Cu](Br)Br.[Os](=O)(=O)(=O)=O. The product is [NH2:41][C:12]([CH3:13])([CH2:11][N:9]1[CH:8]=[C:5]2[N:6]=[CH:7][C:2]([Br:1])=[CH:3][C:4]2=[N:10]1)[C:24]#[N:25].[Br:33][C:31]1[CH:30]=[N:29][C:28]2=[CH:34][N:25]([CH2:24][C:23](=[O:22])[CH3:35])[N:26]=[C:27]2[CH:32]=1.[Br:36][C:37]1[CH:38]=[C:39]([N+:45]([O-:47])=[O:46])[C:40]([CH:43]=[O:44])=[N:41][CH:42]=1.[Br:58][C:52]1[CH:53]=[C:54]([N+:55]([O-:57])=[O:56])[C:49]([CH:18]=[CH2:19])=[N:50][CH:51]=1. The yield is 0.800. (5) The reactants are [F:1][C:2]([F:21])([F:20])[O:3][C:4]1[CH:9]=[CH:8][C:7]([C:10]2[CH:19]=[N:18][C:13]3[O:14][CH2:15][CH2:16][NH:17][C:12]=3[CH:11]=2)=[CH:6][CH:5]=1.[Br:22][C:23]1[CH:24]=[C:25]([CH:29]=[C:30]([Br:34])[C:31]=1[O:32][CH3:33])[C:26](Cl)=[O:27].C(N(CC)CC)C. The catalyst is ClCCl. The product is [Br:22][C:23]1[CH:24]=[C:25]([C:26]([N:17]2[CH2:16][CH2:15][O:14][C:13]3[N:18]=[CH:19][C:10]([C:7]4[CH:6]=[CH:5][C:4]([O:3][C:2]([F:1])([F:20])[F:21])=[CH:9][CH:8]=4)=[CH:11][C:12]2=3)=[O:27])[CH:29]=[C:30]([Br:34])[C:31]=1[O:32][CH3:33]. The yield is 0.698. (6) The catalyst is CC#N. The product is [CH2:12]([N:19]1[C:23](=[O:24])[C:22](=[C:25]2[N:29]([CH3:30])[C:28]3[CH:31]=[CH:32][CH:33]=[CH:34][C:27]=3[S:26]2)[S:21][C:20]1=[N:37][C:38]1[CH:43]=[CH:42][CH:41]=[CH:40][CH:39]=1)[C:13]1[CH:18]=[CH:17][CH:16]=[CH:15][CH:14]=1. The yield is 0.290. The reactants are C1(C)C=CC(S([O-])(=O)=O)=CC=1.[CH2:12]([N:19]1[C:23](=[O:24])[C:22](=[C:25]2[N:29]([CH3:30])[C:28]3[CH:31]=[CH:32][CH:33]=[CH:34][C:27]=3[S:26]2)[S:21][CH2+:20]1SC)[C:13]1[CH:18]=[CH:17][CH:16]=[CH:15][CH:14]=1.[NH2:37][C:38]1[CH:43]=[CH:42][CH:41]=[CH:40][CH:39]=1.